Dataset: Catalyst prediction with 721,799 reactions and 888 catalyst types from USPTO. Task: Predict which catalyst facilitates the given reaction. (1) Reactant: [NH:1]1[CH2:7][CH2:6][CH2:5][CH2:4][CH2:3][CH2:2]1.[CH3:8][C:9]1([CH3:23])[C:13]([CH3:15])([CH3:14])[O:12][B:11]([C:16]2[CH:17]=[C:18]([CH:21]=O)[S:19][CH:20]=2)[O:10]1.C(O[BH-](OC(=O)C)OC(=O)C)(=O)C.[Na+].[N-]=C=O. Product: [CH3:8][C:9]1([CH3:23])[C:13]([CH3:14])([CH3:15])[O:12][B:11]([C:16]2[CH:17]=[C:18]([CH2:21][N:1]3[CH2:7][CH2:6][CH2:5][CH2:4][CH2:3][CH2:2]3)[S:19][CH:20]=2)[O:10]1. The catalyst class is: 1. (2) Reactant: IC1C=CC(C(Cl)=O)=CC=1.[CH3:11][O:12][C:13]1[CH:14]=[C:15]2[C:20](=[CH:21][C:22]=1[O:23][CH3:24])[N:19]=[CH:18][CH:17]=[C:16]2[O:25][C:26]1[CH:32]=[CH:31][C:29]([NH2:30])=[C:28]([F:33])[CH:27]=1.[I:34][C:35]1[CH:40]=[CH:39][C:38]([C:41]([N:43]=[C:44]=[S:45])=[O:42])=[CH:37][CH:36]=1. Product: [I:34][C:35]1[CH:36]=[CH:37][C:38]([C:41]([N:43]=[C:44]=[S:45])=[O:42])=[CH:39][CH:40]=1.[CH3:11][O:12][C:13]1[CH:14]=[C:15]2[C:20](=[CH:21][C:22]=1[O:23][CH3:24])[N:19]=[CH:18][CH:17]=[C:16]2[O:25][C:26]1[CH:32]=[CH:31][C:29]([NH:30][C:44]([NH:43][C:41](=[O:42])[C:38]2[CH:39]=[CH:40][C:35]([I:34])=[CH:36][CH:37]=2)=[S:45])=[C:28]([F:33])[CH:27]=1. The catalyst class is: 234. (3) Reactant: [N:1]1([CH2:5][CH2:6][N:7]2[CH:11]=[C:10]([C:12]3[CH:17]=[CH:16][C:15]([F:18])=[C:14]([CH3:19])[CH:13]=3)[N:9]=[C:8]2[C@H:20]2[CH2:25][CH2:24][NH:23][CH2:22][C@H:21]2[F:26])[CH2:4][CH2:3][CH2:2]1.Cl[C:28]1[N:33]=[CH:32][N:31]=[C:30]([NH2:34])[C:29]=1[O:35][CH:36]([CH3:38])[CH3:37].N1CCCN2CCCCCC=12. Product: [N:1]1([CH2:5][CH2:6][N:7]2[CH:11]=[C:10]([C:12]3[CH:17]=[CH:16][C:15]([F:18])=[C:14]([CH3:19])[CH:13]=3)[N:9]=[C:8]2[C@H:20]2[CH2:25][CH2:24][N:23]([C:28]3[N:33]=[CH:32][N:31]=[C:30]([NH2:34])[C:29]=3[O:35][CH:36]([CH3:38])[CH3:37])[CH2:22][C@H:21]2[F:26])[CH2:4][CH2:3][CH2:2]1. The catalyst class is: 37. (4) Reactant: [NH2:1][C:2]1[C:3](=[O:17])[NH:4][C:5](=[S:16])[N:6]([CH2:9][C:10]2[C:14]([CH3:15])=[N:13][O:12][N:11]=2)[C:7]=1[NH2:8].[C:18](O)(=O)C.C(N)=N. Product: [CH3:15][C:14]1[C:10]([CH2:9][N:6]2[C:7]3[N:8]=[CH:18][NH:1][C:2]=3[C:3](=[O:17])[NH:4][C:5]2=[S:16])=[N:11][O:12][N:13]=1. The catalyst class is: 6. (5) Reactant: [C:1]1([C@H:7]2[NH:12][C:11](=O)[CH2:10][O:9][CH2:8]2)[CH:6]=[CH:5][CH:4]=[CH:3][CH:2]=1.[H-].[Al+3].[Li+].[H-].[H-].[H-].CCOC(C)=O.[OH-].[Na+]. Product: [C:1]1([C@@H:7]2[CH2:8][O:9][CH2:10][CH2:11][NH:12]2)[CH:2]=[CH:3][CH:4]=[CH:5][CH:6]=1. The catalyst class is: 87.